The task is: Predict the reaction yield, written as a fraction of the theoretical maximum amount of product (1.0 means a 100% yield; for example, 0.34 means a 34% yield).. This data is from Reaction yield outcomes from USPTO patents with 853,638 reactions. (1) The reactants are [CH3:1][C:2]1([CH3:23])[CH2:6][C:5]2[C:7]([C:13]3[CH:18]=[CH:17][CH:16]=[C:15]([C:19]([O:21]C)=[O:20])[CH:14]=3)=[CH:8][CH:9]=[C:10]([O:11][CH3:12])[C:4]=2[O:3]1.[OH-].[Na+]. The catalyst is C(O)C. The product is [C:19]([C:15]1[CH:14]=[C:13]([C:7]2[C:5]3[CH2:6][C:2]([CH3:1])([CH3:23])[O:3][C:4]=3[C:10]([O:11][CH3:12])=[CH:9][CH:8]=2)[CH:18]=[CH:17][CH:16]=1)([OH:21])=[O:20]. The yield is 0.927. (2) The product is [CH2:7]([CH:10]1[CH2:15][CH2:14][CH:13]([CH2:16][CH2:17][C:18]2[CH:23]=[CH:22][C:21]([CH:24]3[CH2:29][CH2:28][CH:27]([CH:30]=[CH2:1])[CH2:26][CH2:25]3)=[CH:20][CH:19]=2)[CH2:12][CH2:11]1)[CH2:8][CH3:9]. The yield is 0.650. The catalyst is [Br-].C[P+](C1C=CC=CC=1)(C1C=CC=CC=1)C1C=CC=CC=1.C1COCC1. The reactants are [CH3:1]C(C)([O-])C.[K+].[CH2:7]([CH:10]1[CH2:15][CH2:14][CH:13]([CH2:16][CH2:17][C:18]2[CH:23]=[CH:22][C:21]([C@H:24]3[CH2:29][CH2:28][C@H:27]([CH:30]=O)[CH2:26][CH2:25]3)=[CH:20][CH:19]=2)[CH2:12][CH2:11]1)[CH2:8][CH3:9]. (3) The reactants are C([Li])CCC.Br[C:7]1[CH:8]=[N:9][CH:10]=[N:11][CH:12]=1.[CH2:13]1[O:23][C:16]2([CH2:21][CH2:20][C:19](=[O:22])[CH2:18][CH2:17]2)[O:15][CH2:14]1.O. The catalyst is C1COCC1. The product is [N:9]1[CH:8]=[C:7]([C:19]2([OH:22])[CH2:20][CH2:21][C:16]3([O:23][CH2:13][CH2:14][O:15]3)[CH2:17][CH2:18]2)[CH:12]=[N:11][CH:10]=1. The yield is 0.120. (4) The reactants are [CH3:1][C:2]1[CH:10]=[C:6]([C:7]([OH:9])=O)[C:5]([OH:11])=[CH:4][CH:3]=1.[Cl:12][C:13]1[CH:19]=[CH:18][C:16]([NH2:17])=[CH:15][C:14]=1[C:20]([F:23])([F:22])[F:21]. No catalyst specified. The product is [Cl:12][C:13]1[CH:19]=[CH:18][C:16]([NH:17][C:7](=[O:9])[C:6]2[CH:10]=[C:2]([CH3:1])[CH:3]=[CH:4][C:5]=2[OH:11])=[CH:15][C:14]=1[C:20]([F:21])([F:22])[F:23]. The yield is 0.704. (5) The yield is 0.790. The product is [CH3:1][O:2][C:3](=[O:12])[C:4]1[CH:9]=[CH:8][C:7]([CH:10]=[C:22]([C:23]#[N:24])[C:19]2[CH:20]=[CH:21][C:16]([O:15][C:14]([F:13])([F:25])[F:26])=[CH:17][CH:18]=2)=[CH:6][CH:5]=1. The catalyst is CO. The reactants are [CH3:1][O:2][C:3](=[O:12])[C:4]1[CH:9]=[CH:8][C:7]([CH:10]=O)=[CH:6][CH:5]=1.[F:13][C:14]([F:26])([F:25])[O:15][C:16]1[CH:21]=[CH:20][C:19]([CH2:22][C:23]#[N:24])=[CH:18][CH:17]=1.C(=O)([O-])[O-].[K+].[K+]. (6) The reactants are S(C)C.[Cl:4][C:5]1[CH:10]=[CH:9][C:8]([Mg]Br)=[CH:7][CH:6]=1.B(F)(F)F.CCOCC.[CH2:22]([CH:24]1[CH2:29][C:28](=[O:30])[CH:27]=[CH:26][N:25]1[C:31]([O:33][CH2:34][C:35]1[CH:40]=[CH:39][CH:38]=[CH:37][CH:36]=1)=[O:32])[CH3:23].[NH4+].[Cl-].[NH4+].[OH-]. The catalyst is C1COCC1. The product is [Cl:4][C:5]1[CH:10]=[CH:9][C:8]([CH:26]2[CH2:27][C:28](=[O:30])[CH2:29][CH:24]([CH2:22][CH3:23])[N:25]2[C:31]([O:33][CH2:34][C:35]2[CH:36]=[CH:37][CH:38]=[CH:39][CH:40]=2)=[O:32])=[CH:7][CH:6]=1. The yield is 0.330. (7) The reactants are [C:1]123[CH2:13][CH:8]4[CH2:9][CH:10]([CH2:12][CH:6]([CH2:7]4)[CH:5]1[NH:4]C(=O)[O:2]2)[CH2:11]3.[OH-].[K+]. The catalyst is O1CCOCC1. The product is [NH2:4][CH:5]1[CH:6]2[CH2:7][CH:8]3[CH2:9][CH:10]([CH2:11][C:1]1([OH:2])[CH2:13]3)[CH2:12]2. The yield is 0.700. (8) The reactants are [N:1]1[CH:6]=[CH:5][CH:4]=[CH:3][C:2]=1[C:7]1[C:11]([CH2:12][O:13][C:14]2[CH:22]=[CH:21][C:17]([C:18]([OH:20])=O)=[CH:16][N:15]=2)=[CH:10][O:9][N:8]=1.[F:23][C:24]([F:28])([F:27])[CH2:25][NH2:26]. No catalyst specified. The product is [N:1]1[CH:6]=[CH:5][CH:4]=[CH:3][C:2]=1[C:7]1[C:11]([CH2:12][O:13][C:14]2[CH:22]=[CH:21][C:17]([C:18]([NH:26][CH2:25][C:24]([F:28])([F:27])[F:23])=[O:20])=[CH:16][N:15]=2)=[CH:10][O:9][N:8]=1. The yield is 0.650.